Dataset: Aqueous solubility values for 9,982 compounds from the AqSolDB database. Task: Regression/Classification. Given a drug SMILES string, predict its absorption, distribution, metabolism, or excretion properties. Task type varies by dataset: regression for continuous measurements (e.g., permeability, clearance, half-life) or binary classification for categorical outcomes (e.g., BBB penetration, CYP inhibition). For this dataset (solubility_aqsoldb), we predict Y. The Y is -2.90 log mol/L. The molecule is CON(C)C(=O)Nc1ccc(Br)cc1.